From a dataset of Forward reaction prediction with 1.9M reactions from USPTO patents (1976-2016). Predict the product of the given reaction. (1) Given the reactants [Cl:1][C:2]1[CH:9]=[CH:8][C:5]([CH:6]=[O:7])=[CH:4][CH:3]=1.[CH2:10]([Mg]Br)[CH:11]=[CH2:12].Cl, predict the reaction product. The product is: [Cl:1][C:2]1[CH:9]=[CH:8][C:5]([CH:6]([OH:7])[CH2:12][CH:11]=[CH2:10])=[CH:4][CH:3]=1. (2) Given the reactants [CH:1]([NH:4][C:5]1[C:10]2[C:11]([C:23]3[CH:24]=[C:25]([CH:30]=[CH:31][N:32]=3)[C:26]([O:28]C)=O)=[N:12][N:13](CC3C=CC(OC)=CC=3)[C:9]=2[CH:8]=[CH:7][N:6]=1)([CH3:3])[CH3:2].[CH:33]([NH:36][C:37]1C2C([Sn](C)(C)C)=NN(CC3C=CC(OC)=CC=3)C=2C=CN=1)(C)C.BrC1C=C(C=CN=1)C(OC)=O.[Li+].[Cl-], predict the reaction product. The product is: [CH:1]([NH:4][C:5]1[C:10]2[C:11]([C:23]3[CH:24]=[C:25]([CH:30]=[CH:31][N:32]=3)[C:26]([N:36]([CH3:37])[CH3:33])=[O:28])=[N:12][NH:13][C:9]=2[CH:8]=[CH:7][N:6]=1)([CH3:3])[CH3:2]. (3) Given the reactants [N:1]1[CH:6]=[CH:5][CH:4]=[C:3]([CH2:7][C:8]2[CH:9]=[N:10][CH:11]=[CH:12][CH:13]=2)[CH:2]=1.C[Si]([N-][Si](C)(C)C)(C)C.[Li+].[C:24]1([C:30]([C:38]2[CH:43]=[CH:42][CH:41]=[CH:40][CH:39]=2)=[N:31][S:32]([C:34]([CH3:37])([CH3:36])[CH3:35])=[O:33])[CH:29]=[CH:28][CH:27]=[CH:26][CH:25]=1, predict the reaction product. The product is: [C:24]1([C:30]([NH:31][S@:32]([C:34]([CH3:37])([CH3:36])[CH3:35])=[O:33])([C:38]2[CH:39]=[CH:40][CH:41]=[CH:42][CH:43]=2)[CH:7]([C:8]2[CH:9]=[N:10][CH:11]=[CH:12][CH:13]=2)[C:3]2[CH:2]=[N:1][CH:6]=[CH:5][CH:4]=2)[CH:25]=[CH:26][CH:27]=[CH:28][CH:29]=1. (4) Given the reactants [C:1](Cl)(=[O:4])[CH:2]=[CH2:3].C(N(CC)CC)C.ON1C(=O)CCC1=O.FC(F)(F)C(O)=O.[NH2:28][CH2:29][C:30]1[C:31]([F:49])=[C:32]([F:48])[C:33]([NH:39][C:40]2[CH:45]=[CH:44][C:43]([I:46])=[CH:42][C:41]=2[F:47])=[C:34]([CH:38]=1)[C:35]([OH:37])=[O:36], predict the reaction product. The product is: [C:1]([NH:28][CH2:29][C:30]1[C:31]([F:49])=[C:32]([F:48])[C:33]([NH:39][C:40]2[CH:45]=[CH:44][C:43]([I:46])=[CH:42][C:41]=2[F:47])=[C:34]([CH:38]=1)[C:35]([OH:37])=[O:36])(=[O:4])[CH:2]=[CH2:3]. (5) The product is: [Br:1][C:2]1[CH:3]=[CH:4][C:5]([F:12])=[C:6]([CH:11]=1)[C:7](=[S:22])[NH:9][CH3:10]. Given the reactants [Br:1][C:2]1[CH:3]=[CH:4][C:5]([F:12])=[C:6]([CH:11]=1)[C:7]([NH:9][CH3:10])=O.COC1C=CC(P2(SP(C3C=CC(OC)=CC=3)(=S)S2)=[S:22])=CC=1, predict the reaction product. (6) Given the reactants [Br:1][C:2]1[CH:3]=[C:4]([CH:9]([OH:20])[C:10]2([C:13]([O:15][C:16]([CH3:19])([CH3:18])[CH3:17])=[O:14])[CH2:12][CH2:11]2)[CH:5]=[CH:6][C:7]=1[Cl:8].[CH3:21]I.[H-].[Na+].O, predict the reaction product. The product is: [Br:1][C:2]1[CH:3]=[C:4]([CH:9]([O:20][CH3:21])[C:10]2([C:13]([O:15][C:16]([CH3:17])([CH3:19])[CH3:18])=[O:14])[CH2:11][CH2:12]2)[CH:5]=[CH:6][C:7]=1[Cl:8].